From a dataset of Reaction yield outcomes from USPTO patents with 853,638 reactions. Predict the reaction yield, written as a fraction of the theoretical maximum amount of product (1.0 means a 100% yield; for example, 0.34 means a 34% yield). (1) The reactants are [CH3:1][O:2][C:3]1[CH:53]=[CH:52][C:6]([CH2:7][N:8]2[C:12]3=[N:13][CH:14]=[C:15]([C:30]4[CH:35]=[CH:34][CH:33]=[CH:32][CH:31]=4)[C:16]([N:17]4[CH2:22][CH2:21][N:20]([C:23]([O:25][C:26]([CH3:29])([CH3:28])[CH3:27])=[O:24])[CH2:19][CH2:18]4)=[C:11]3[C:10]([C:36]#[C:37][C:38]3[CH:39]=[N:40][N:41]([CH2:43][C:44]4[CH:49]=[CH:48][C:47]([O:50][CH3:51])=[CH:46][CH:45]=4)[CH:42]=3)=[N:9]2)=[CH:5][CH:4]=1.N1C2C(=CC=CC=2)C=CC=1. The catalyst is [Pd].CC([O-])=O.CC([O-])=O.[Pb+2].CO.C1C=CC=CC=1. The product is [CH3:1][O:2][C:3]1[CH:4]=[CH:5][C:6]([CH2:7][N:8]2[C:12]3=[N:13][CH:14]=[C:15]([C:30]4[CH:35]=[CH:34][CH:33]=[CH:32][CH:31]=4)[C:16]([N:17]4[CH2:18][CH2:19][N:20]([C:23]([O:25][C:26]([CH3:29])([CH3:27])[CH3:28])=[O:24])[CH2:21][CH2:22]4)=[C:11]3[C:10](/[CH:36]=[CH:37]\[C:38]3[CH:39]=[N:40][N:41]([CH2:43][C:44]4[CH:45]=[CH:46][C:47]([O:50][CH3:51])=[CH:48][CH:49]=4)[CH:42]=3)=[N:9]2)=[CH:52][CH:53]=1. The yield is 0.740. (2) The reactants are [OH:1][C@H:2]1[CH2:19][CH2:18][C@:17]2([CH3:20])[C@H:4]([C:5](=[CH2:29])[CH2:6][C@H:7]3[C@H:16]2[CH2:15][CH2:14][C@:12]2([CH3:13])[C@@H:8]3[CH2:9][C:10](=[CH:22][C:23]3[CH:28]=[CH:27][CH:26]=[CH:25][CH:24]=3)[C:11]2=[O:21])[CH2:3]1.O.[BH4-].[Na+].CC(O)=O. The catalyst is CCO. The product is [CH2:29]=[C:5]1[C@H:4]2[C@@:17]([CH3:20])([CH2:18][CH2:19][C@H:2]([OH:1])[CH2:3]2)[C@H:16]2[C@@H:7]([C@@H:8]3[C@:12]([CH2:14][CH2:15]2)([CH3:13])[C@H:11]([OH:21])[C:10](=[CH:22][C:23]2[CH:24]=[CH:25][CH:26]=[CH:27][CH:28]=2)[CH2:9]3)[CH2:6]1. The yield is 0.990.